Dataset: Forward reaction prediction with 1.9M reactions from USPTO patents (1976-2016). Task: Predict the product of the given reaction. (1) Given the reactants Cl[C:2]1[N:3]=[C:4]([N:13]2[CH2:18][CH2:17][O:16][CH2:15][CH2:14]2)[C:5]2[S:10][C:9]([CH2:11][NH2:12])=[CH:8][C:6]=2[N:7]=1.[C:19](Cl)(=[O:21])[CH3:20].CC1(C)C(C)(C)OB([C:31]2[CH:39]=[CH:38][CH:37]=[C:36]3[C:32]=2[CH:33]=[N:34][NH:35]3)O1, predict the reaction product. The product is: [NH:35]1[C:36]2[C:32](=[C:31]([C:2]3[N:3]=[C:4]([N:13]4[CH2:18][CH2:17][O:16][CH2:15][CH2:14]4)[C:5]4[S:10][C:9]([CH2:11][NH:12][C:19](=[O:21])[CH3:20])=[CH:8][C:6]=4[N:7]=3)[CH:39]=[CH:38][CH:37]=2)[CH:33]=[N:34]1. (2) Given the reactants Br[C:2]1[CH:7]=[CH:6][CH:5]=[CH:4][C:3]=1[N:8]1[C:20]2[CH:19]=[CH:18][CH:17]=[CH:16][C:15]=2[C:14]2[C:9]1=[CH:10][CH:11]=[CH:12][CH:13]=2.IC1C=CC=CC=1N1C2C=CC=CC=2C2C1=CC=CC=2.C1(P(C2C=CC=CC=2)C2C=CC=CC=2)C=CC=CC=1.C(=O)([O-])[O-].[K+].[K+], predict the reaction product. The product is: [CH:11]1[CH:12]=[CH:13][C:14]2[C:15]3[C:20]([N:8]4[C:9]=2[C:10]=1[C:2]1[CH:7]=[CH:6][CH:5]=[CH:4][C:3]=14)=[CH:19][CH:18]=[CH:17][CH:16]=3. (3) The product is: [F:1][C:2]1[CH:3]=[C:4]([NH:9][C:10]2[CH:11]=[CH:12][C:13]3[N:18]([CH3:19])[C:17](=[S:35])[O:16][C:15]([CH2:23][CH3:24])([CH2:21][CH3:22])[C:14]=3[CH:25]=2)[CH:5]=[CH:6][C:7]=1[F:8]. Given the reactants [F:1][C:2]1[CH:3]=[C:4]([NH:9][C:10]2[CH:11]=[CH:12][C:13]3[N:18]([CH3:19])[C:17](=O)[O:16][C:15]([CH2:23][CH3:24])([CH2:21][CH3:22])[C:14]=3[CH:25]=2)[CH:5]=[CH:6][C:7]=1[F:8].COC1C=CC(P2(SP(C3C=CC(OC)=CC=3)(=S)S2)=[S:35])=CC=1, predict the reaction product. (4) Given the reactants [Cl:1][C:2]1[CH:7]=[CH:6][C:5]([S:8]([NH:11][CH2:12][C:13]2[CH:18]=[CH:17][CH:16]=[CH:15][N:14]=2)(=[O:10])=[O:9])=[CH:4][CH:3]=1.[H-].[Na+].Br[CH2:22][C:23]1[CH:32]=[CH:31][C:26]([C:27]([O:29][CH3:30])=[O:28])=[CH:25][CH:24]=1, predict the reaction product. The product is: [Cl:1][C:2]1[CH:3]=[CH:4][C:5]([S:8]([N:11]([CH2:22][C:23]2[CH:32]=[CH:31][C:26]([C:27]([O:29][CH3:30])=[O:28])=[CH:25][CH:24]=2)[CH2:12][C:13]2[CH:18]=[CH:17][CH:16]=[CH:15][N:14]=2)(=[O:10])=[O:9])=[CH:6][CH:7]=1.